Task: Predict the reactants needed to synthesize the given product.. Dataset: Full USPTO retrosynthesis dataset with 1.9M reactions from patents (1976-2016) Given the product [C:22]([O:26][C:27]([N:29]1[CH2:33][CH2:32][CH2:31][C@H:30]1[CH2:34][N:35]([CH:36]1[CH2:37][CH2:38]1)[S:2]([C:5]1[CH:14]=[CH:13][C:12]2[NH:11][C:10](=[O:15])[C:9]3[NH:16][CH:17]=[CH:18][C:8]=3[C:7]=2[CH:6]=1)(=[O:3])=[O:4])=[O:28])([CH3:25])([CH3:23])[CH3:24].[CH2:18]([C:19]([O-:21])=[O:20])[CH2:8][CH3:7], predict the reactants needed to synthesize it. The reactants are: Cl[S:2]([C:5]1[CH:14]=[CH:13][C:12]2[NH:11][C:10](=[O:15])[C:9]3[NH:16][CH:17]=[C:18]([C:19]([OH:21])=[O:20])[C:8]=3[C:7]=2[CH:6]=1)(=[O:4])=[O:3].[C:22]([O:26][C:27]([N:29]1[CH2:33][CH2:32][CH2:31][C@H:30]1[CH2:34][NH:35][CH:36]1[CH2:38][CH2:37]1)=[O:28])([CH3:25])([CH3:24])[CH3:23].C(OS(OCCC)(=O)=O)CC.